Dataset: Forward reaction prediction with 1.9M reactions from USPTO patents (1976-2016). Task: Predict the product of the given reaction. (1) Given the reactants [OH:1][C:2]1[CH:7]=[CH:6][C:5]([C:8](=[O:28])[CH2:9][NH:10][C:11]([C@@:13]2([CH3:27])[CH2:17][O:16][C:15]([CH3:19])([CH3:18])[N:14]2[C:20]([O:22][C:23]([CH3:26])([CH3:25])[CH3:24])=[O:21])=[O:12])=[CH:4][C:3]=1[C:29]([F:32])([F:31])[F:30].[O:33]([CH2:40][CH2:41][CH2:42][CH2:43]O)[C:34]1[CH:39]=[CH:38][CH:37]=[CH:36][CH:35]=1, predict the reaction product. The product is: [CH3:18][C:15]1([CH3:19])[N:14]([C:20]([O:22][C:23]([CH3:24])([CH3:25])[CH3:26])=[O:21])[C@@:13]([CH3:27])([C:11](=[O:12])[NH:10][CH2:9][C:8](=[O:28])[C:5]2[CH:6]=[CH:7][C:2]([O:1][CH2:43][CH2:42][CH2:41][CH2:40][O:33][C:34]3[CH:39]=[CH:38][CH:37]=[CH:36][CH:35]=3)=[C:3]([C:29]([F:31])([F:32])[F:30])[CH:4]=2)[CH2:17][O:16]1. (2) Given the reactants [OH:1]O.O.[CH3:4][O:5][C:6]([C:8]1[CH:9]=[N:10][C:11]([CH3:14])=[CH:12][CH:13]=1)=[O:7], predict the reaction product. The product is: [CH3:4][O:5][C:6]([C:8]1[CH:9]=[N+:10]([O-:1])[C:11]([CH3:14])=[CH:12][CH:13]=1)=[O:7]. (3) Given the reactants [F:1][CH:2]([F:15])[C:3]1[CH:7]=[C:6]([CH:8]([F:10])[F:9])[N:5]([CH2:11][C:12]([OH:14])=O)[N:4]=1.C(Cl)(=O)C(Cl)=O.[Cl-].[F:23][C:24]1[CH:29]=[CH:28][CH:27]=[C:26]([CH:30]=[O:31])[C:25]=1[CH:32]1[O:36][N:35]=[C:34]([C:37]2[N:38]=[C:39]([CH:42]3[CH2:47][CH2:46][NH2+:45][CH2:44][CH2:43]3)[S:40][CH:41]=2)[CH2:33]1.C(N(CC)CC)C.C(=O)([O-])O.[Na+], predict the reaction product. The product is: [F:15][CH:2]([F:1])[C:3]1[CH:7]=[C:6]([CH:8]([F:9])[F:10])[N:5]([CH2:11][C:12]([N:45]2[CH2:44][CH2:43][CH:42]([C:39]3[S:40][CH:41]=[C:37]([C:34]4[CH2:33][CH:32]([C:25]5[C:24]([F:23])=[CH:29][CH:28]=[CH:27][C:26]=5[CH:30]=[O:31])[O:36][N:35]=4)[N:38]=3)[CH2:47][CH2:46]2)=[O:14])[N:4]=1. (4) Given the reactants Cl[C:2]1[C:3]([CH:9]=[O:10])=[N:4][CH:5]=[C:6](Cl)[N:7]=1.[CH3:11][O-:12].[Na+].[CH3:14][OH:15], predict the reaction product. The product is: [CH3:11][O:12][C:2]1[C:3]([CH:9]=[O:10])=[N:4][CH:5]=[C:6]([O:15][CH3:14])[N:7]=1. (5) Given the reactants [CH3:1][NH:2][CH3:3].CN(C)P(=O)(N(C)C)N(C)C.C1(C)C=CC=CC=1.[C:22]([C:25]1[CH:34]=[CH:33][C:32]2[C:27](=[CH:28][CH:29]=[C:30]([O:35][CH3:36])[CH:31]=2)[CH:26]=1)(=[O:24])[CH3:23], predict the reaction product. The product is: [C:22]([C:25]1[CH:34]=[CH:33][C:32]2[C:27](=[CH:28][CH:29]=[C:30]([O:35][CH3:36])[CH:31]=2)[CH:26]=1)(=[O:24])[CH3:23].[C:22]([C:25]1[CH:34]=[CH:33][C:32]2[C:27](=[CH:28][CH:29]=[C:30]([N:2]([CH3:3])[CH3:1])[CH:31]=2)[CH:26]=1)(=[O:24])[CH3:23].